Dataset: Catalyst prediction with 721,799 reactions and 888 catalyst types from USPTO. Task: Predict which catalyst facilitates the given reaction. (1) Reactant: [Cl:1][C:2]1[C:7]([Cl:8])=[CH:6][CH:5]=[CH:4][C:3]=1[C:9]1[N:14]=[N:13][C:12]([NH2:15])=[N:11][C:10]=1[NH2:16].Cl[CH:18]([C:21]1([C:24]2[CH:25]=[C:26]3[C:31](=[CH:32][CH:33]=2)[N:30]=[CH:29][CH:28]=[CH:27]3)[CH2:23][CH2:22]1)[CH:19]=O. Product: [Cl:1][C:2]1[C:7]([Cl:8])=[CH:6][CH:5]=[CH:4][C:3]=1[C:9]1[C:10]([NH2:16])=[N:11][C:12]2[N:13]([C:18]([C:21]3([C:24]4[CH:25]=[C:26]5[C:31](=[CH:32][CH:33]=4)[N:30]=[CH:29][CH:28]=[CH:27]5)[CH2:23][CH2:22]3)=[CH:19][N:15]=2)[N:14]=1. The catalyst class is: 8. (2) Reactant: [CH3:1][O:2][C:3]1[C:8]([CH:9]=[O:10])=[C:7]([CH3:11])[C:6](B2OC(C)(C)C(C)(C)O2)=[CH:5][CH:4]=1.[CH2:21]([O:28][C:29]1[C:30]([C:36]([O:38][CH3:39])=[O:37])=[N:31][C:32](Br)=[CH:33][CH:34]=1)[C:22]1[CH:27]=[CH:26][CH:25]=[CH:24][CH:23]=1.C(=O)([O-])[O-].[Na+].[Na+].CCCCCC. Product: [CH2:21]([O:28][C:29]1[C:30]([C:36]([O:38][CH3:39])=[O:37])=[N:31][C:32]([C:6]2[CH:5]=[CH:4][C:3]([O:2][CH3:1])=[C:8]([CH:9]=[O:10])[C:7]=2[CH3:11])=[CH:33][CH:34]=1)[C:22]1[CH:23]=[CH:24][CH:25]=[CH:26][CH:27]=1. The catalyst class is: 108.